This data is from Forward reaction prediction with 1.9M reactions from USPTO patents (1976-2016). The task is: Predict the product of the given reaction. (1) Given the reactants [Br:1][C:2]1[CH:3]=[CH:4][C:5]([N:19]2[CH2:23][CH2:22][CH2:21][CH2:20]2)=[C:6]([C:8]2[NH:17][C:16](=O)[C:15]3[C:10](=[N:11][CH:12]=[CH:13][N:14]=3)[N:9]=2)[CH:7]=1.[NH2:24][C:25]1[CH:30]=[CH:29][N:28]=[CH:27][C:26]=1[CH3:31].BrC1C=CC(F)=C(C2N=C(NC3C=CN=CC=3)C3C(=NC=CN=3)N=2)C=1, predict the reaction product. The product is: [Br:1][C:2]1[CH:3]=[CH:4][C:5]([N:19]2[CH2:23][CH2:22][CH2:21][CH2:20]2)=[C:6]([C:8]2[N:17]=[C:16]([NH:24][C:25]3[CH:30]=[CH:29][N:28]=[CH:27][C:26]=3[CH3:31])[C:15]3[C:10](=[N:11][CH:12]=[CH:13][N:14]=3)[N:9]=2)[CH:7]=1. (2) Given the reactants [C:1]([C:3]1[CH:8]=[CH:7][CH:6]=[CH:5][N:4]=1)#[CH:2].[O:9]1[CH2:14][CH2:13][C:12](=O)[CH2:11][CH2:10]1, predict the reaction product. The product is: [O:9]1[CH2:10][CH:11]=[C:12]([C:2]#[C:1][C:3]2[CH:8]=[CH:7][CH:6]=[CH:5][N:4]=2)[CH2:13][CH2:14]1.